This data is from Full USPTO retrosynthesis dataset with 1.9M reactions from patents (1976-2016). The task is: Predict the reactants needed to synthesize the given product. (1) Given the product [NH2:1][C:2]1[C:16]([CH3:17])=[CH:15][C:14]([C:20]#[N:21])=[CH:13][C:3]=1[C:4]([O:6][CH2:7][CH2:8][CH2:9][CH2:10][CH2:11][CH3:12])=[O:5], predict the reactants needed to synthesize it. The reactants are: [NH2:1][C:2]1[C:16]([CH3:17])=[CH:15][C:14](Br)=[CH:13][C:3]=1[C:4]([O:6][CH2:7][CH2:8][CH2:9][CH2:10][CH2:11][CH3:12])=[O:5].[Cu](C#N)[C:20]#[N:21]. (2) Given the product [O:23]=[C:24]1[NH:32][C:27]2=[N:28][CH:29]=[CH:30][CH:31]=[C:26]2[C@:25]21[CH2:46][C:35]1[CH:36]=[C:37]3[C:42](=[CH:43][C:34]=1[CH2:33]2)[N:41]=[CH:40][C:39]([CH2:44][NH:22][C@H:15]([C:16]1[CH:17]=[CH:18][CH:19]=[CH:20][CH:21]=1)[CH2:14][CH2:13][NH:12][C:5]1([C:9]([O:11][CH3:47])=[O:10])[CH2:4][CH2:8][CH2:7][CH2:6]1)=[CH:38]3, predict the reactants needed to synthesize it. The reactants are: Cl.Cl.C[CH:4]1[CH2:8][CH2:7][CH2:6][C:5]1([NH:12][CH2:13][CH2:14][C@H:15]([NH2:22])[C:16]1[CH:21]=[CH:20][CH:19]=[CH:18][CH:17]=1)[C:9]([OH:11])=[O:10].[O:23]=[C:24]1[NH:32][C:27]2=[N:28][CH:29]=[CH:30][CH:31]=[C:26]2[C@:25]21[CH2:46][C:35]1[CH:36]=[C:37]3[C:42](=[CH:43][C:34]=1[CH2:33]2)[N:41]=[CH:40][C:39]([CH:44]=O)=[CH:38]3.[CH3:47]CN(C(C)C)C(C)C.C(O[BH-](OC(=O)C)OC(=O)C)(=O)C.[Na+]. (3) Given the product [Cl:1][C:2]1[CH:7]=[CH:6][CH:5]=[CH:4][C:3]=1[CH:8]([O:10][C:11]([NH:12][C:13]1[C:14]([CH3:26])=[N:15][O:16][C:17]=1[C:18]1[CH:23]=[CH:22][C:21]([CH2:24][C:35]2[CH:36]=[C:31]([CH:32]=[CH:33][CH:34]=2)[C:28]([OH:30])=[O:29])=[CH:20][CH:19]=1)=[O:27])[CH3:9], predict the reactants needed to synthesize it. The reactants are: [Cl:1][C:2]1[CH:7]=[CH:6][CH:5]=[CH:4][C:3]=1[CH:8]([O:10][C:11](=[O:27])[NH:12][C:13]1[C:14]([CH3:26])=[N:15][O:16][C:17]=1[C:18]1[CH:23]=[CH:22][C:21]([CH2:24]Cl)=[CH:20][CH:19]=1)[CH3:9].[C:28]([C:31]1[CH:32]=[C:33](B(O)O)[CH:34]=[CH:35][CH:36]=1)([OH:30])=[O:29].C(=O)([O-])[O-].[K+].[K+]. (4) The reactants are: [N:1]1[CH:6]=[CH:5][CH:4]=[N:3][C:2]=1[NH2:7].[CH2:8]([O:15][C:16](=[O:24])[NH:17][CH:18]([CH3:23])[C:19](=O)[CH2:20]Br)[C:9]1[CH:14]=[CH:13][CH:12]=[CH:11][CH:10]=1. Given the product [CH2:8]([O:15][C:16](=[O:24])[NH:17][CH:18]([C:19]1[N:7]=[C:2]2[N:3]=[CH:4][CH:5]=[CH:6][N:1]2[CH:20]=1)[CH3:23])[C:9]1[CH:14]=[CH:13][CH:12]=[CH:11][CH:10]=1, predict the reactants needed to synthesize it. (5) Given the product [Cl:16][C:10]1[CH:11]=[CH:12][CH:13]=[C:14]([F:15])[C:9]=1[C:4]1[C:3]([OH:17])=[N:18][C:19]2[N:23]([N:22]=[CH:21][C:20]=2[C:24]([O:26][CH3:27])=[O:25])[C:5]=1[OH:7], predict the reactants needed to synthesize it. The reactants are: CO[C:3](=[O:17])[CH:4]([C:9]1[C:14]([F:15])=[CH:13][CH:12]=[CH:11][C:10]=1[Cl:16])[C:5]([O:7]C)=O.[NH2:18][C:19]1[NH:23][N:22]=[CH:21][C:20]=1[C:24]([O:26][CH3:27])=[O:25].C(N(CCCC)CCCC)CCC.